The task is: Predict the reactants needed to synthesize the given product.. This data is from Full USPTO retrosynthesis dataset with 1.9M reactions from patents (1976-2016). Given the product [CH3:1][C:2]1[C@@H:19]([O:20][C:21]([C@H:23]([OH:40])[C@@H:24]([NH:31][C:32]([C:34]2[CH:39]=[CH:38][CH:37]=[CH:36][CH:35]=2)=[O:33])[C:25]2[CH:26]=[CH:27][CH:28]=[CH:29][CH:30]=2)=[O:22])[CH2:18][C@:14]2([OH:41])[C:15]([CH3:16])([CH3:17])[C:3]=1[C@@H:4]([O:59][C:60]([CH3:62])=[O:61])[C:5]([C@@:7]1([CH3:58])[C@H:12]([C@@H:13]2[O:42][C:43]([C:45]2[CH:50]=[CH:49][CH:48]=[CH:47][CH:46]=2)=[O:44])[C@:11]2([O:53][C:54]([CH3:56])=[O:55])[CH2:51][O:52][C@@H:10]2[CH2:9][C@@H:8]1[OH:57])=[O:6], predict the reactants needed to synthesize it. The reactants are: [CH3:1][C:2]1[C@@H:19]([O:20][C:21]([C@H:23]([OH:40])[C@@H:24]([NH:31][C:32]([C:34]2[CH:35]=[CH:36][CH:37]=[CH:38][CH:39]=2)=[O:33])[C:25]2[CH:26]=[CH:27][CH:28]=[CH:29][CH:30]=2)=[O:22])[CH2:18][C@:14]2([OH:41])[C:15]([CH3:17])([CH3:16])[C:3]=1[C@@H:4]([O:59][C:60]([CH3:62])=[O:61])[C:5]([C@@:7]1([CH3:58])[C@H:12]([C@@H:13]2[O:42][C:43]([C:45]2[CH:46]=[CH:47][CH:48]=[CH:49][CH:50]=2)=[O:44])[C@:11]2([O:53][C:54]([CH3:56])=[O:55])[CH2:51][O:52][C@@H:10]2[CH2:9][C@@H:8]1[OH:57])=[O:6].C/C=C(/C(N[C@H]([C@@H](O)C(O[C@@H]1C(C)=C2C(C)(C)[C@](O)([C@@H](OC(C3C=CC=CC=3)=O)[C@@H]3[C@]4(OC(C)=O)CO[C@@H]4C[C@H](O)[C@@]3(C)C([C@@H]2OC(C)=O)=O)C1)=O)C1C=CC=CC=1)=O)\C.